This data is from Peptide-MHC class II binding affinity with 134,281 pairs from IEDB. The task is: Regression. Given a peptide amino acid sequence and an MHC pseudo amino acid sequence, predict their binding affinity value. This is MHC class II binding data. (1) The peptide sequence is DDGRNIAWDNDKLES. The MHC is HLA-DQA10501-DQB10201 with pseudo-sequence HLA-DQA10501-DQB10201. The binding affinity (normalized) is 0.194. (2) The peptide sequence is WLGARYLEFEALGFLNE. The MHC is DRB5_0101 with pseudo-sequence DRB5_0101. The binding affinity (normalized) is 0.628. (3) The peptide sequence is LGLSEEAFRLKEDVR. The MHC is DRB1_0101 with pseudo-sequence DRB1_0101. The binding affinity (normalized) is 0.314. (4) The MHC is DRB1_1302 with pseudo-sequence DRB1_1302. The binding affinity (normalized) is 0.522. The peptide sequence is AKNMKNLVWNDELAY. (5) The peptide sequence is CKDIKLSDISLKLTS. The MHC is HLA-DPA10201-DPB10101 with pseudo-sequence HLA-DPA10201-DPB10101. The binding affinity (normalized) is 0.606. (6) The peptide sequence is VQLIRMAEAEMVIHH. The MHC is DRB3_0101 with pseudo-sequence DRB3_0101. The binding affinity (normalized) is 0.728. (7) The binding affinity (normalized) is 0.554. The peptide sequence is NMNIKLKMPLYVAGH. The MHC is DRB1_1001 with pseudo-sequence DRB1_1001.